This data is from Catalyst prediction with 721,799 reactions and 888 catalyst types from USPTO. The task is: Predict which catalyst facilitates the given reaction. (1) Reactant: [Cl:1][C:2]1[N:7]=[C:6](S(C)(=O)=O)[N:5]=[C:4]([NH:12][C@H:13]([C:15]([F:18])([F:17])[F:16])[CH3:14])[C:3]=1[C:19]1[C:24]([F:25])=[CH:23][C:22]([F:26])=[CH:21][C:20]=1[F:27].[N-:28]=[N+:29]=[N-:30].[Na+]. Product: [N:28]([C:6]1[N:5]=[C:4]([NH:12][C@H:13]([C:15]([F:18])([F:17])[F:16])[CH3:14])[C:3]([C:19]2[C:24]([F:25])=[CH:23][C:22]([F:26])=[CH:21][C:20]=2[F:27])=[C:2]([Cl:1])[N:7]=1)=[N+:29]=[N-:30]. The catalyst class is: 10. (2) Reactant: [CH2:1]([N:3]1[CH2:7][CH2:6][CH2:5][CH:4]1[CH2:8][O:9][C:10]1[CH:11]=[C:12]2[C:17](=[CH:18][CH:19]=1)[CH:16]=[C:15]([C:20]1[C:28]3[C:23](=[CH:24][CH:25]=[C:26]([C:29]#[N:30])[CH:27]=3)[N:22](C3CCCCO3)[N:21]=1)[CH:14]=[CH:13]2)[CH3:2].[OH-].[K+].F[P-](F)(F)(F)(F)F.N1(OC(N(C)C)=[N+](C)C)C2C=[CH:52][CH:53]=[CH:54][C:49]=2N=N1.O.[OH:64]N1C2C=CC=CC=2N=N1.C(N(CC)CC)C.CN(C)CCN. Product: [CH:54]1([CH2:49][NH:30][C:29]([C:26]2[CH:27]=[C:28]3[C:23](=[CH:24][CH:25]=2)[NH:22][N:21]=[C:20]3[C:15]2[CH:14]=[CH:13][C:12]3[C:17](=[CH:18][CH:19]=[C:10]([O:9][CH2:8][CH:4]4[CH2:5][CH2:6][CH2:7][N:3]4[CH2:1][CH3:2])[CH:11]=3)[CH:16]=2)=[O:64])[CH2:52][CH2:53]1. The catalyst class is: 40. (3) Reactant: F[C:2]1[N:7]=[C:6]([O:8][C:9]2[CH:10]=[C:11]3[C:16](=[CH:17][CH:18]=2)[C:15]([C:19]([OH:21])=[O:20])=[CH:14][CH:13]=[CH:12]3)[CH:5]=[CH:4][N:3]=1.[CH3:22][NH2:23]. Product: [CH3:22][NH:23][C:2]1[N:7]=[C:6]([O:8][C:9]2[CH:10]=[C:11]3[C:16](=[CH:17][CH:18]=2)[C:15]([C:19]([OH:21])=[O:20])=[CH:14][CH:13]=[CH:12]3)[CH:5]=[CH:4][N:3]=1. The catalyst class is: 1. (4) Reactant: Cl.[CH3:2][C:3]1[C:11]2[C:10](=[O:12])[NH:9][C:8]([CH:13]3[CH2:18][CH2:17][NH:16][CH2:15][CH2:14]3)=[N:7][C:6]=2[N:5]([C:19]2[CH:24]=[CH:23][CH:22]=[CH:21][CH:20]=2)[N:4]=1.O=[C:26]1[CH2:31][CH2:30][N:29]([C:32]([O:34][C:35]([CH3:38])([CH3:37])[CH3:36])=[O:33])[CH2:28][CH2:27]1.[BH3-]C#N.[Na+]. Product: [CH3:2][C:3]1[C:11]2[C:10](=[O:12])[NH:9][C:8]([CH:13]3[CH2:14][CH2:15][N:16]([CH:26]4[CH2:31][CH2:30][N:29]([C:32]([O:34][C:35]([CH3:38])([CH3:37])[CH3:36])=[O:33])[CH2:28][CH2:27]4)[CH2:17][CH2:18]3)=[N:7][C:6]=2[N:5]([C:19]2[CH:24]=[CH:23][CH:22]=[CH:21][CH:20]=2)[N:4]=1. The catalyst class is: 5. (5) Reactant: [Br:1][C:2]1[CH:7]=[CH:6][C:5]([C:8]2[C:9](=[O:14])[NH:10][C:11](=[O:13])[CH:12]=2)=[CH:4][CH:3]=1.[CH2:15]([O:17][C:18](=[O:22])[CH:19]=[N+]=[N-])[CH3:16]. Product: [Br:1][C:2]1[CH:3]=[CH:4][C:5]([C:8]23[CH:19]([C:18]([O:17][CH2:15][CH3:16])=[O:22])[CH:12]2[C:11](=[O:13])[NH:10][C:9]3=[O:14])=[CH:6][CH:7]=1. The catalyst class is: 11.